Dataset: Full USPTO retrosynthesis dataset with 1.9M reactions from patents (1976-2016). Task: Predict the reactants needed to synthesize the given product. (1) The reactants are: C([SiH](CC)CC)C.[F:8][C:9]1[C:14]([F:15])=[CH:13][CH:12]=[CH:11][C:10]=1[CH:16](O)[CH2:17][CH2:18][CH2:19][CH2:20][CH2:21][CH2:22][CH2:23][CH2:24][CH3:25]. Given the product [CH2:16]([C:10]1[CH:11]=[CH:12][CH:13]=[C:14]([F:15])[C:9]=1[F:8])[CH2:17][CH2:18][CH2:19][CH2:20][CH2:21][CH2:22][CH2:23][CH2:24][CH3:25], predict the reactants needed to synthesize it. (2) The reactants are: [NH:1]1[C:11]2[C:6](=[CH:7][CH:8]=[CH:9][CH:10]=2)[C:4](=[O:5])[C:2]1=[O:3].[H-].[Na+].[CH2:14]([O:21][C:22]1[CH:27]=[CH:26][C:25]([C:28]2[CH:33]=[CH:32][CH:31]=[C:30](Br)[CH:29]=2)=[CH:24][CH:23]=1)[C:15]1[CH:20]=[CH:19][CH:18]=[CH:17][CH:16]=1. Given the product [CH2:14]([O:21][C:22]1[CH:23]=[CH:24][C:25]([C:28]2[CH:29]=[C:30]([N:1]3[C:11]4[C:6](=[CH:7][CH:8]=[CH:9][CH:10]=4)[C:4](=[O:5])[C:2]3=[O:3])[CH:31]=[CH:32][CH:33]=2)=[CH:26][CH:27]=1)[C:15]1[CH:16]=[CH:17][CH:18]=[CH:19][CH:20]=1, predict the reactants needed to synthesize it. (3) Given the product [Br:1][C:2]1[CH:7]=[CH:6][C:5]([C:8]2[N:12]([CH2:13][C@@H:14]3[CH2:18][CH2:17][N:16]([C:19]([CH:40]4[CH2:42][CH2:41]4)=[O:21])[CH2:15]3)[CH:11]=[N:10][N:9]=2)=[C:4]([F:26])[CH:3]=1, predict the reactants needed to synthesize it. The reactants are: [Br:1][C:2]1[CH:7]=[CH:6][C:5]([C:8]2[N:12]([CH2:13][C@@H:14]3[CH2:18][CH2:17][N:16]([C:19]([O:21]C(C)(C)C)=O)[CH2:15]3)[CH:11]=[N:10][N:9]=2)=[C:4]([F:26])[CH:3]=1.C(O)(C(F)(F)F)=O.CCN([CH:40]([CH3:42])[CH3:41])C(C)C.C1(C(Cl)=O)CC1.